Dataset: Reaction yield outcomes from USPTO patents with 853,638 reactions. Task: Predict the reaction yield, written as a fraction of the theoretical maximum amount of product (1.0 means a 100% yield; for example, 0.34 means a 34% yield). (1) The reactants are C(OC([N:8]1[CH2:13][CH2:12][CH:11]([C:14]([C:16]2[CH:21]=[CH:20][CH:19]=[CH:18][N:17]=2)=[O:15])[CH2:10][CH2:9]1)=O)(C)(C)C.C(O)(C(F)(F)F)=O. The catalyst is ClCCl. The product is [NH:8]1[CH2:13][CH2:12][CH:11]([C:14]([C:16]2[CH:21]=[CH:20][CH:19]=[CH:18][N:17]=2)=[O:15])[CH2:10][CH2:9]1. The yield is 1.00. (2) The reactants are [F:1][C:2]([C@@H:5]1[CH2:10][CH2:9][C@H:8]([OH:11])[CH2:7][CH2:6]1)([F:4])[CH3:3].[CH3:12][S:13](O[S:13]([CH3:12])(=[O:15])=[O:14])(=[O:15])=[O:14].C(N(CC)CC)C.O. The catalyst is C(Cl)Cl. The product is [CH3:12][S:13]([O:11][C@H:8]1[CH2:9][CH2:10][C@@H:5]([C:2]([F:4])([F:1])[CH3:3])[CH2:6][CH2:7]1)(=[O:15])=[O:14]. The yield is 0.820. (3) The reactants are [NH2:1][C:2]1[CH:7]=[CH:6][C:5]([F:8])=[CH:4][N:3]=1.[Br:9][CH:10]([CH3:18])[C:11](=[O:17])[C:12]([O:14][CH2:15][CH3:16])=[O:13]. The catalyst is COCCOC. The product is [Br-:9].[NH2:1][C:2]1[CH:7]=[CH:6][C:5]([F:8])=[CH:4][N+:3]=1[CH:10]([C:11](=[O:17])[C:12]([O:14][CH2:15][CH3:16])=[O:13])[CH3:18]. The yield is 0.820. (4) The reactants are O1CCC(C[C:8]2[CH:18]=[CH:17][CH:16]=[C:10]3[C:11]([NH:13][C:14](=[O:15])[C:9]=23)=[O:12])OC1.[C:19]([O-:22])(O)=O.[Na+].C([O:27][CH2:28][CH3:29])(=O)C.[CH3:30]O. The catalyst is Cl. The product is [OH:27][CH:28]([CH2:29][CH2:19][OH:22])[CH2:30][N:13]1[C:14](=[O:15])[C:9]2=[CH:8][CH:18]=[CH:17][CH:16]=[C:10]2[C:11]1=[O:12]. The yield is 0.500.